Dataset: Forward reaction prediction with 1.9M reactions from USPTO patents (1976-2016). Task: Predict the product of the given reaction. (1) The product is: [CH2:13]([O:12][C:10]1[CH:11]=[C:6]([NH:26][CH:23]([CH3:25])[CH3:24])[N:7]=[CH:8][N:9]=1)[C:14]#[C:15][CH3:16]. Given the reactants CS(C)=O.Cl[C:6]1[CH:11]=[C:10]([O:12][CH2:13][C:14]#[C:15][CH3:16])[N:9]=[CH:8][N:7]=1.C(=O)([O-])[O-].[K+].[K+].[CH:23]([NH2:26])([CH3:25])[CH3:24], predict the reaction product. (2) The product is: [CH:21]1([C:19]2[CH:18]=[C:17]([F:24])[C:14]3[C:15](=[O:16])[N:9]([CH2:8][C:5]4[CH:6]=[CH:7][C:2]([B:29]5[O:30][C:31]([CH3:33])([CH3:32])[C:27]([CH3:43])([CH3:26])[O:28]5)=[CH:3][C:4]=4[F:25])[CH2:10][CH2:11][O:12][C:13]=3[CH:20]=2)[CH2:23][CH2:22]1. Given the reactants Br[C:2]1[CH:7]=[CH:6][C:5]([CH2:8][N:9]2[C:15](=[O:16])[C:14]3[C:17]([F:24])=[CH:18][C:19]([CH:21]4[CH2:23][CH2:22]4)=[CH:20][C:13]=3[O:12][CH2:11][CH2:10]2)=[C:4]([F:25])[CH:3]=1.[CH3:26][C:27]1([CH3:43])[C:31]([CH3:33])([CH3:32])[O:30][B:29]([B:29]2[O:30][C:31]([CH3:33])([CH3:32])[C:27]([CH3:43])([CH3:26])[O:28]2)[O:28]1.C(Cl)Cl.CC([O-])=O.[K+], predict the reaction product. (3) Given the reactants [Cl:1][C:2]1[CH:7]=[CH:6][C:5]([S:8]([C:11]2[C:19]3[C:14](=[CH:15][CH:16]=[C:17](C)[CH:18]=3)[N:13]([CH2:21][C:22]([OH:24])=[O:23])[C:12]=2[CH3:25])(=[O:10])=[O:9])=[CH:4][CH:3]=1.[Cl:26]C1C=CC(S(C2C3C(=CC=C(C)C=3)N(CC(OCC)=O)C=2C)(=O)=O)=CC=1, predict the reaction product. The product is: [Cl:26][C:16]1[CH:15]=[C:14]2[C:19]([C:11]([S:8]([C:5]3[CH:4]=[CH:3][C:2]([Cl:1])=[CH:7][CH:6]=3)(=[O:10])=[O:9])=[C:12]([CH3:25])[N:13]2[CH2:21][C:22]([OH:24])=[O:23])=[CH:18][CH:17]=1.